This data is from Catalyst prediction with 721,799 reactions and 888 catalyst types from USPTO. The task is: Predict which catalyst facilitates the given reaction. Reactant: [N:1]1[CH:6]=[CH:5][CH:4]=[C:3]([O:7][CH2:8][C:9]([NH:11][CH:12]2[CH2:17][CH2:16][N:15](C(OC(C)(C)C)=O)[CH2:14][CH2:13]2)=[O:10])[CH:2]=1.C(O)(C(F)(F)F)=O. Product: [NH:15]1[CH2:16][CH2:17][CH:12]([NH:11][C:9](=[O:10])[CH2:8][O:7][C:3]2[CH:2]=[N:1][CH:6]=[CH:5][CH:4]=2)[CH2:13][CH2:14]1. The catalyst class is: 2.